Regression. Given a peptide amino acid sequence and an MHC pseudo amino acid sequence, predict their binding affinity value. This is MHC class II binding data. From a dataset of Peptide-MHC class II binding affinity with 134,281 pairs from IEDB. (1) The peptide sequence is ILRLLVLAVLCSPSK. The MHC is DRB1_0101 with pseudo-sequence DRB1_0101. The binding affinity (normalized) is 0.743. (2) The peptide sequence is SADEVQRMMAEIDTD. The MHC is DRB1_0401 with pseudo-sequence DRB1_0401. The binding affinity (normalized) is 0.175. (3) The peptide sequence is YDKFLANVSTVLKGK. The MHC is DRB1_1001 with pseudo-sequence DRB1_1001. The binding affinity (normalized) is 0.690. (4) The peptide sequence is QDPNYVCKHTYVDRG. The MHC is DRB1_0802 with pseudo-sequence DRB1_0802. The binding affinity (normalized) is 0.297.